This data is from Forward reaction prediction with 1.9M reactions from USPTO patents (1976-2016). The task is: Predict the product of the given reaction. (1) Given the reactants [OH:1][CH2:2][C@H:3]([N:5]1[C:13](=[O:14])[NH:12][C:11]2[C:6]1=[N:7][C:8]([C:15]1[CH:16]=[N:17][N:18]3[CH:23]=[CH:22][C:21]([C:24]#[N:25])=[CH:20][C:19]=13)=[N:9][CH:10]=2)[CH3:4].[CH3:26]N(C=O)C.CI, predict the reaction product. The product is: [OH:1][CH2:2][C@H:3]([N:5]1[C:13](=[O:14])[N:12]([CH3:26])[C:11]2[C:6]1=[N:7][C:8]([C:15]1[CH:16]=[N:17][N:18]3[CH:23]=[CH:22][C:21]([C:24]#[N:25])=[CH:20][C:19]=13)=[N:9][CH:10]=2)[CH3:4]. (2) Given the reactants [NH2:1][C@@H:2]([C:6]1[CH:11]=[CH:10][CH:9]=[CH:8][CH:7]=1)[C:3]([OH:5])=[O:4].[C:12](=[O:15])([O-])[O-:13].[Na+].[Na+].C(=O)(O)[O-].[Na+].[CH3:23][C:24]([CH3:26])=O, predict the reaction product. The product is: [CH2:23]([O:13][C:12]([NH:1][C@@H:2]([C:6]1[CH:11]=[CH:10][CH:9]=[CH:8][CH:7]=1)[C:3]([OH:5])=[O:4])=[O:15])[C:24]1[CH:26]=[CH:7][CH:6]=[CH:2][CH:3]=1.